This data is from Forward reaction prediction with 1.9M reactions from USPTO patents (1976-2016). The task is: Predict the product of the given reaction. (1) Given the reactants [C:1]([NH:8][C:9]1[CH:14]=[CH:13][CH:12]=[C:11](Br)[C:10]=1[F:16])([O:3][C:4]([CH3:7])([CH3:6])[CH3:5])=[O:2].[O:17]1[CH2:22][CH2:21][CH2:20][CH2:19][CH:18]1[N:23]1[C:27](B2OC(C)(C)C(C)(C)O2)=[CH:26][CH:25]=[N:24]1.C(=O)([O-])[O-].[Cs+].[Cs+], predict the reaction product. The product is: [C:4]([O:3][C:1](=[O:2])[NH:8][C:9]1[CH:14]=[CH:13][CH:12]=[C:11]([C:27]2[N:23]([CH:18]3[CH2:19][CH2:20][CH2:21][CH2:22][O:17]3)[N:24]=[CH:25][CH:26]=2)[C:10]=1[F:16])([CH3:7])([CH3:6])[CH3:5]. (2) Given the reactants O[CH:2]([C:7]1[C:12]([CH3:13])=[CH:11][CH:10]=[CH:9][N:8]=1)[C:3](=[CH2:6])[C:4]#[N:5].C(OC(=O)C)(=O)C, predict the reaction product. The product is: [CH3:13][C:12]1[C:7]2[N:8]([CH:6]=[C:3]([C:4]#[N:5])[CH:2]=2)[CH:9]=[CH:10][CH:11]=1.